This data is from Reaction yield outcomes from USPTO patents with 853,638 reactions. The task is: Predict the reaction yield, written as a fraction of the theoretical maximum amount of product (1.0 means a 100% yield; for example, 0.34 means a 34% yield). (1) The reactants are [F:1][C:2]1[C:3]([C:10]2[NH:14][N:13]=[CH:12][CH:11]=2)=[C:4]([CH:7]=[CH:8][CH:9]=1)[C:5]#N.[OH-:15].[Na+].Cl.C[OH:19]. No catalyst specified. The product is [F:1][C:2]1[C:3]([C:10]2[NH:14][N:13]=[CH:12][CH:11]=2)=[C:4]([CH:7]=[CH:8][CH:9]=1)[C:5]([OH:19])=[O:15]. The yield is 0.990. (2) The reactants are [NH2:1][C@@H:2]1[CH2:7][CH2:6][CH2:5][N:4]([C:8]2[N:9]([CH2:16][C:17]3[CH:24]=[CH:23][CH:22]=[CH:21][C:18]=3[C:19]#[N:20])[C:10](=[O:15])[C:11](Br)=[CH:12][N:13]=2)[CH2:3]1.[CH2:25]([Sn](CCCC)(CCCC)C#CC)[CH2:26][CH2:27]C. The catalyst is O1CCOCC1.C1C=CC([P]([Pd]([P](C2C=CC=CC=2)(C2C=CC=CC=2)C2C=CC=CC=2)([P](C2C=CC=CC=2)(C2C=CC=CC=2)C2C=CC=CC=2)[P](C2C=CC=CC=2)(C2C=CC=CC=2)C2C=CC=CC=2)(C2C=CC=CC=2)C2C=CC=CC=2)=CC=1. The product is [NH2:1][C@@H:2]1[CH2:7][CH2:6][CH2:5][N:4]([C:8]2[N:9]([CH2:16][C:17]3[CH:24]=[CH:23][CH:22]=[CH:21][C:18]=3[C:19]#[N:20])[C:10](=[O:15])[C:11]([C:25]#[C:26][CH3:27])=[CH:12][N:13]=2)[CH2:3]1. The yield is 0.760. (3) The reactants are [F:1][C:2]1[CH:3]=[CH:4][C:5]2[O:10][CH2:9][C:8](=[O:11])[N:7]([CH2:12][C@H:13]([CH3:16])[CH2:14]I)[C:6]=2[CH:17]=1.[CH:18](=[C:22]1[CH2:27][CH2:26][NH:25][CH2:24][CH2:23]1)[CH2:19][CH2:20][CH3:21]. The catalyst is CCCCCCC.CCOC(C)=O. The product is [CH:18](=[C:22]1[CH2:27][CH2:26][N:25]([CH2:14][C@@H:13]([CH3:16])[CH2:12][N:7]2[C:6]3[CH:17]=[C:2]([F:1])[CH:3]=[CH:4][C:5]=3[O:10][CH2:9][C:8]2=[O:11])[CH2:24][CH2:23]1)[CH2:19][CH2:20][CH3:21]. The yield is 0.540. (4) The reactants are ClC(Cl)(Cl)C([N:5]1[CH2:10][CH2:9][N:8]([C:11]2[CH:16]=[C:15]([S:17]([N:20]3[C:28]4[C:23](=[CH:24][CH:25]=[C:26]([F:29])[CH:27]=4)[CH:22]=[CH:21]3)(=[O:19])=[O:18])[CH:14]=[CH:13][C:12]=2[O:30][CH3:31])[CH2:7][CH2:6]1)=O.[OH-].[K+]. The catalyst is C1COCC1. The product is [F:29][C:26]1[CH:27]=[C:28]2[C:23]([CH:22]=[CH:21][N:20]2[S:17]([C:15]2[CH:14]=[CH:13][C:12]([O:30][CH3:31])=[C:11]([N:8]3[CH2:7][CH2:6][NH:5][CH2:10][CH2:9]3)[CH:16]=2)(=[O:19])=[O:18])=[CH:24][CH:25]=1. The yield is 0.900. (5) The reactants are Br[C:2]1[N:6]([CH:7]([CH3:9])[CH3:8])[C:5]2[CH:10]([C:25]3[CH:30]=[CH:29][C:28]([Cl:31])=[CH:27][CH:26]=3)[N:11]([C:14]3[CH:15]=[C:16]([CH3:24])[C:17]4[N:18]([C:20]([CH3:23])=[N:21][N:22]=4)[CH:19]=3)[C:12](=[O:13])[C:4]=2[N:3]=1.[CH:32]1([B-](F)(F)F)[CH2:34][CH2:33]1.[K+].CC(OC1C=CC=C(OC(C)C)C=1C1C(P(C2CCCCC2)C2CCCCC2)=CC=CC=1)C.[O-]P([O-])([O-])=O.[K+].[K+].[K+]. The catalyst is C1(C)C=CC=CC=1.O.C(Cl)Cl.C([O-])(O)=O.[Na+].CC([O-])=O.CC([O-])=O.[Pd+2]. The product is [Cl:31][C:28]1[CH:29]=[CH:30][C:25]([CH:10]2[C:5]3[N:6]([CH:7]([CH3:9])[CH3:8])[C:2]([CH:32]4[CH2:34][CH2:33]4)=[N:3][C:4]=3[C:12](=[O:13])[N:11]2[C:14]2[CH:15]=[C:16]([CH3:24])[C:17]3[N:18]([C:20]([CH3:23])=[N:21][N:22]=3)[CH:19]=2)=[CH:26][CH:27]=1. The yield is 0.360. (6) The reactants are [OH:1][C@@H:2]1[CH2:11][CH2:10][C@@H:9]2[C@H:4]([CH2:5][C@@H:6]([C:16]([O:18][CH2:19][CH3:20])=[O:17])[N:7]([C:12]([O:14][CH3:15])=[O:13])[CH2:8]2)[CH2:3]1.C(N(CC)CC)C.[CH3:28][S:29](Cl)(=[O:31])=[O:30].[Cl-].[NH4+]. The yield is 1.00. The catalyst is ClCCl. The product is [CH3:28][S:29]([O:1][C@@H:2]1[CH2:11][CH2:10][C@@H:9]2[C@H:4]([CH2:5][C@@H:6]([C:16]([O:18][CH2:19][CH3:20])=[O:17])[N:7]([C:12]([O:14][CH3:15])=[O:13])[CH2:8]2)[CH2:3]1)(=[O:31])=[O:30]. (7) The reactants are [Cl:1][C:2]1[CH:10]=[C:6]([C:7]([OH:9])=O)[C:5]([OH:11])=[CH:4][CH:3]=1.[NH2:12][C:13]1[S:14][CH:15]=[C:16]([C:18]2[CH:23]=[C:22]([F:24])[CH:21]=[CH:20][C:19]=2[F:25])[N:17]=1. No catalyst specified. The product is [Cl:1][C:2]1[CH:3]=[CH:4][C:5]([OH:11])=[C:6]([CH:10]=1)[C:7]([NH:12][C:13]1[S:14][CH:15]=[C:16]([C:18]2[CH:23]=[C:22]([F:24])[CH:21]=[CH:20][C:19]=2[F:25])[N:17]=1)=[O:9]. The yield is 0.365. (8) The reactants are [Si:1]([O:8][CH2:9][C@@H:10]1[C@H:14]2[O:15][C:16]([CH3:19])([CH3:18])[O:17][C@H:13]2[C@H:12]([NH2:20])[CH2:11]1)([C:4]([CH3:7])([CH3:6])[CH3:5])([CH3:3])[CH3:2].Cl[C:22]1[N:27]=[C:26]([CH3:28])[N:25]=[C:24]([NH:29][C@@H:30]2[C:38]3[C:33](=[CH:34][CH:35]=[CH:36][CH:37]=3)[CH2:32][CH2:31]2)[N:23]=1.C(=O)([O-])[O-].[K+].[K+]. The catalyst is O1CCOCC1. The product is [Si:1]([O:8][CH2:9][C@H:10]1[C@H:14]2[O:15][C:16]([CH3:19])([CH3:18])[O:17][C@H:13]2[C@H:12]([NH:20][C:22]2[N:23]=[C:24]([NH:29][C@@H:30]3[C:38]4[C:33](=[CH:34][CH:35]=[CH:36][CH:37]=4)[CH2:32][CH2:31]3)[N:25]=[C:26]([CH3:28])[N:27]=2)[CH2:11]1)([C:4]([CH3:7])([CH3:5])[CH3:6])([CH3:2])[CH3:3]. The yield is 0.240.